This data is from Catalyst prediction with 721,799 reactions and 888 catalyst types from USPTO. The task is: Predict which catalyst facilitates the given reaction. (1) Reactant: [F:1][C:2]([F:23])([F:22])[C:3]1[CH:4]=[C:5]([CH:15]=[C:16]([C:18]([F:21])([F:20])[F:19])[CH:17]=1)[C:6]([NH:8][CH2:9][CH2:10][CH2:11][C:12](O)=[O:13])=[O:7].[Cl:24][C:25]1[CH:31]=[CH:30][C:28]([NH2:29])=[CH:27][CH:26]=1.O.ON1C2C=CC=CC=2N=N1.C(N(CC)C(C)C)(C)C. Product: [Cl:24][C:25]1[CH:31]=[CH:30][C:28]([NH:29][C:12](=[O:13])[CH2:11][CH2:10][CH2:9][NH:8][C:6](=[O:7])[C:5]2[CH:15]=[C:16]([C:18]([F:21])([F:19])[F:20])[CH:17]=[C:3]([C:2]([F:22])([F:23])[F:1])[CH:4]=2)=[CH:27][CH:26]=1. The catalyst class is: 765. (2) Reactant: [C:1](/[C:3](=[C:7](\[NH:10][C:11]1[CH:16]=[CH:15][C:14]([O:17][CH3:18])=[C:13]([OH:19])[CH:12]=1)/[S:8][CH3:9])/C(N)=O)#[N:2].C(N(CC)CC)C. Product: [OH:19][C:13]1[CH:12]=[C:11]([NH:10][C:7]([S:8][CH3:9])=[CH:3][C:1]#[N:2])[CH:16]=[CH:15][C:14]=1[O:17][CH3:18]. The catalyst class is: 3. (3) The catalyst class is: 15. Reactant: [C:1]1(=[O:7])[CH2:6][CH2:5][CH2:4][CH2:3][CH2:2]1.[CH2:8]=O.Cl.[CH2:11]([CH2:18][NH2:19])[C:12]1[CH:17]=[CH:16][CH:15]=[CH:14][CH:13]=1. Product: [CH2:11]([CH2:18][NH:19][CH2:8][CH:2]1[CH2:3][CH2:4][CH2:5][CH2:6][C:1]1=[O:7])[C:12]1[CH:17]=[CH:16][CH:15]=[CH:14][CH:13]=1. (4) Product: [NH2:1][C:2]([NH:4][C:5]1[CH:9]=[CH:8][S:7][C:6]=1[C:10]([NH:18][C@H:19]1[CH2:25][CH2:24][CH2:23][CH2:22][N:21]([C:26]([O:28][C:29]([CH3:32])([CH3:31])[CH3:30])=[O:27])[CH2:20]1)=[O:12])=[O:3]. Reactant: [NH2:1][C:2]([NH:4][C:5]1[CH:9]=[CH:8][S:7][C:6]=1[C:10]([O:12]C)=O)=[O:3].C[Al](C)C.[NH2:18][C@H:19]1[CH2:25][CH2:24][CH2:23][CH2:22][N:21]([C:26]([O:28][C:29]([CH3:32])([CH3:31])[CH3:30])=[O:27])[CH2:20]1.C([O-])(=O)C(C(C([O-])=O)O)O.[K+].[K+]. The catalyst class is: 1. (5) Reactant: [NH2:1][C@H:2]1[CH2:7][CH2:6][CH2:5][CH2:4][C@H:3]1[NH:8][C:9]1[N:10]=[C:11]([NH:17][C:18]2[CH:23]=[CH:22][CH:21]=[C:20]([C:24]3[N:29]=[CH:28][CH:27]=[CH:26][N:25]=3)[CH:19]=2)[C:12]([C:15]#[N:16])=[N:13][CH:14]=1.[OH-].[Na+].OO.CC(O)=[O:36]. Product: [NH2:1][C@H:2]1[CH2:7][CH2:6][CH2:5][CH2:4][C@H:3]1[NH:8][C:9]1[N:10]=[C:11]([NH:17][C:18]2[CH:23]=[CH:22][CH:21]=[C:20]([C:24]3[N:29]=[CH:28][CH:27]=[CH:26][N:25]=3)[CH:19]=2)[C:12]([C:15]([NH2:16])=[O:36])=[N:13][CH:14]=1. The catalyst class is: 593. (6) Reactant: [Cl:1][C:2]1[CH:15]=[C:14]([F:16])[CH:13]=[CH:12][C:3]=1[CH2:4][NH:5][C:6]1[S:7][CH2:8][C:9](=[O:11])[N:10]=1.[N:17]1[C:26]2[C:21](=[N:22][C:23]([CH:27]=O)=[CH:24][CH:25]=2)[CH:20]=[CH:19][CH:18]=1.C(O)(=O)C1C=CC=CC=1.N1CCCCC1. Product: [Cl:1][C:2]1[CH:15]=[C:14]([F:16])[CH:13]=[CH:12][C:3]=1[CH2:4][NH:5][C:6]1[S:7][C:8](=[CH:27][C:23]2[CH:24]=[CH:25][C:26]3[C:21](=[CH:20][CH:19]=[CH:18][N:17]=3)[N:22]=2)[C:9](=[O:11])[N:10]=1. The catalyst class is: 11. (7) Reactant: F[C:2]1[CH:9]=[CH:8][CH:7]=[CH:6][C:3]=1[CH:4]=[O:5].C(=O)([O-])[O-].[K+].[K+].[CH3:16][NH:17][CH3:18].C(O)C. Product: [CH3:16][N:17]([CH3:18])[C:2]1[CH:9]=[CH:8][CH:7]=[CH:6][C:3]=1[CH:4]=[O:5]. The catalyst class is: 42. (8) Reactant: [Br:1][C:2]1[C:7]([C:8]2[C:13]([F:14])=[CH:12][C:11](F)=[CH:10][C:9]=2[F:16])=[C:6]([NH:17][C@@H:18]([CH3:23])[C:19]([F:22])([F:21])[F:20])[N:5]2[N:24]=[CH:25][N:26]=[C:4]2[N:3]=1.[CH3:27][N:28]([CH3:33])[CH2:29][CH2:30][CH2:31][OH:32].[H-].[Na+].O. Product: [Br:1][C:2]1[C:7]([C:8]2[C:13]([F:14])=[CH:12][C:11]([O:32][CH2:31][CH2:30][CH2:29][N:28]([CH3:33])[CH3:27])=[CH:10][C:9]=2[F:16])=[C:6]([NH:17][C@@H:18]([CH3:23])[C:19]([F:22])([F:20])[F:21])[N:5]2[N:24]=[CH:25][N:26]=[C:4]2[N:3]=1. The catalyst class is: 16.